From a dataset of Reaction yield outcomes from USPTO patents with 853,638 reactions. Predict the reaction yield, written as a fraction of the theoretical maximum amount of product (1.0 means a 100% yield; for example, 0.34 means a 34% yield). The reactants are [CH2:1]([OH:21])[CH2:2][CH2:3][CH2:4]/[CH:5]=[CH:6]\[CH2:7]/[CH:8]=[CH:9]\[CH2:10]/[CH:11]=[CH:12]\[CH2:13]/[CH:14]=[CH:15]\[CH2:16]/[CH:17]=[CH:18]\[CH2:19][CH3:20].[OH-].[Na+].Br[CH:25]([CH2:33][CH3:34])[C:26]([O:28][C:29]([CH3:32])([CH3:31])[CH3:30])=[O:27]. The catalyst is [Cl-].C([N+](CCCC)(CCCC)CCCC)CCC.C1(C)C=CC=CC=1. The product is [CH2:1]([O:21][CH:25]([CH2:33][CH3:34])[C:26]([O:28][C:29]([CH3:32])([CH3:31])[CH3:30])=[O:27])[CH2:2][CH2:3][CH2:4]/[CH:5]=[CH:6]\[CH2:7]/[CH:8]=[CH:9]\[CH2:10]/[CH:11]=[CH:12]\[CH2:13]/[CH:14]=[CH:15]\[CH2:16]/[CH:17]=[CH:18]\[CH2:19][CH3:20]. The yield is 0.360.